Task: Predict which catalyst facilitates the given reaction.. Dataset: Catalyst prediction with 721,799 reactions and 888 catalyst types from USPTO (1) Reactant: [N+:1]([C:4]1[CH:5]=[N:6][CH:7]=[CH:8][CH:9]=1)([O-:3])=[O:2].Cl[CH2:11][C:12]([O:14][CH3:15])=[O:13].CC([O-])(C)C.[K+]. Product: [N+:1]([C:4]1[CH:5]=[N:6][CH:7]=[CH:8][C:9]=1[CH2:11][C:12]([O:14][CH3:15])=[O:13])([O-:3])=[O:2]. The catalyst class is: 1. (2) Reactant: [Si]([O:8][CH2:9][CH2:10][CH2:11][NH:12][C:13]1[C:18]([CH3:19])=[CH:17][N:16]=[C:15]([Cl:20])[N:14]=1)(C(C)(C)C)(C)C.[H-].[Na+].I[CH3:24]. Product: [Cl:20][C:15]1[N:14]=[C:13]([N:12]([CH3:24])[CH2:11][CH2:10][CH2:9][OH:8])[C:18]([CH3:19])=[CH:17][N:16]=1. The catalyst class is: 3. (3) Reactant: C([O:8][CH2:9][C@@H:10]1[N:15]([C:16]2[CH:21]=[CH:20][C:19]([C:22]([OH:31])([C:27]([F:30])([F:29])[F:28])[C:23]([F:26])([F:25])[F:24])=[CH:18][CH:17]=2)[CH2:14][CH2:13][N:12]([C:32]([O:34][C:35]([CH3:38])([CH3:37])[CH3:36])=[O:33])[CH2:11]1)C1C=CC=CC=1. Product: [OH:8][CH2:9][C@@H:10]1[N:15]([C:16]2[CH:21]=[CH:20][C:19]([C:22]([OH:31])([C:23]([F:24])([F:25])[F:26])[C:27]([F:28])([F:29])[F:30])=[CH:18][CH:17]=2)[CH2:14][CH2:13][N:12]([C:32]([O:34][C:35]([CH3:38])([CH3:37])[CH3:36])=[O:33])[CH2:11]1. The catalyst class is: 256. (4) Reactant: [NH2:1][C:2]1[CH2:6][CH2:5][C:4](=[O:7])[CH:3]=1.[Br:8][C:9]1[CH:25]=[CH:24][C:23]([Cl:26])=[CH:22][C:10]=1[CH:11]=[C:12]1C(=O)OC(C)(C)[O:14][C:13]1=O.CN(C(ON1N=NC2C=CC=NC1=2)=[N+](C)C)C.F[P-](F)(F)(F)(F)F.C(N(CC)C(C)C)(C)C. Product: [Br:8][C:9]1[CH:25]=[CH:24][C:23]([Cl:26])=[CH:22][C:10]=1[CH:11]1[CH2:12][C:13](=[O:14])[NH:1][C:2]2[CH2:6][CH2:5][C:4](=[O:7])[C:3]1=2. The catalyst class is: 12.